Dataset: Forward reaction prediction with 1.9M reactions from USPTO patents (1976-2016). Task: Predict the product of the given reaction. (1) Given the reactants [NH2:1][C:2]1([C:12]([NH2:14])=[O:13])[CH2:7][C:6]([CH3:9])([CH3:8])[NH:5][C:4]([CH3:11])([CH3:10])[CH2:3]1.[CH3:15][C:16]([CH3:18])=O.COC(OC)(C)C, predict the reaction product. The product is: [CH3:15][C:16]1([CH3:18])[NH:14][C:12](=[O:13])[C:2]2([CH2:3][C:4]([CH3:10])([CH3:11])[NH:5][C:6]([CH3:8])([CH3:9])[CH2:7]2)[NH:1]1. (2) Given the reactants Br[C:2]1[CH:3]=[CH:4][C:5]([C:8]2[S:9][CH:10]=[CH:11][N:12]=2)=[N:6][CH:7]=1.[B:13]1([B:13]2[O:17][C:16]([CH3:19])([CH3:18])[C:15]([CH3:21])([CH3:20])[O:14]2)[O:17][C:16]([CH3:19])([CH3:18])[C:15]([CH3:21])([CH3:20])[O:14]1.C([O-])(=O)C.[K+].COC1CCCC1, predict the reaction product. The product is: [CH3:20][C:15]1([CH3:21])[C:16]([CH3:19])([CH3:18])[O:17][B:13]([C:2]2[CH:3]=[CH:4][C:5]([C:8]3[S:9][CH:10]=[CH:11][N:12]=3)=[N:6][CH:7]=2)[O:14]1. (3) Given the reactants Cl.[CH3:2][O:3][C:4]1[CH:5]=[C:6]([N:14]2[C:18]([C:19]3[CH:24]=[CH:23][C:22]([O:25][CH3:26])=[C:21]([NH2:27])[CH:20]=3)=[CH:17][N:16]=[N:15]2)[CH:7]=[C:8]([O:12][CH3:13])[C:9]=1[O:10][CH3:11].[CH2:28]([N:30](CC)[CH2:31]C)C.ClC(Cl)([O:38][C:39](=O)[O:40]C(Cl)(Cl)Cl)Cl, predict the reaction product. The product is: [CH3:2][O:3][C:4]1[CH:5]=[C:6]([N:14]2[C:18]([C:19]3[CH:20]=[CH:21][C:22]([N:30]([CH3:31])[CH3:28])=[CH:23][CH:24]=3)=[CH:17][N:16]=[N:15]2)[CH:7]=[C:8]([O:12][CH3:13])[C:9]=1[O:10][CH3:11].[CH3:26][O:25][C:22]1[CH:23]=[CH:24][C:19]([C:18]2[N:14]([C:6]3[CH:7]=[C:8]([O:12][CH3:13])[C:9]([O:10][CH3:11])=[C:4]([O:3][CH3:2])[CH:5]=3)[N:15]=[N:16][CH:17]=2)=[CH:20][C:21]=1[NH:27][C:39](=[O:38])[O-:40]. (4) Given the reactants [CH:1]([C@@H:14]1[CH2:20][C@H:19]2[C@H:17]([O:18]2)[CH2:16][O:15]1)([C:8]1[CH:13]=[CH:12][CH:11]=[CH:10][CH:9]=1)[C:2]1[CH:7]=[CH:6][CH:5]=[CH:4][CH:3]=1.[CH3:21][O:22][C:23]1[CH:30]=[CH:29][C:26]([CH2:27][NH2:28])=[CH:25][CH:24]=1, predict the reaction product. The product is: [CH:1]([C@H:14]1[O:15][CH2:16][C@H:17]([OH:18])[C@H:19]([NH:28][CH2:27][C:26]2[CH:29]=[CH:30][C:23]([O:22][CH3:21])=[CH:24][CH:25]=2)[CH2:20]1)([C:8]1[CH:13]=[CH:12][CH:11]=[CH:10][CH:9]=1)[C:2]1[CH:3]=[CH:4][CH:5]=[CH:6][CH:7]=1.